This data is from Reaction yield outcomes from USPTO patents with 853,638 reactions. The task is: Predict the reaction yield, written as a fraction of the theoretical maximum amount of product (1.0 means a 100% yield; for example, 0.34 means a 34% yield). (1) The reactants are [Cl:1][C:2]1[CH:7]=[CH:6][C:5]([C:8]2[C:12]([CH2:13][O:14][C:15]3[CH:23]=[CH:22][C:18]([C:19]([OH:21])=O)=[CH:17][N:16]=3)=[CH:11][O:10][N:9]=2)=[CH:4][CH:3]=1.[NH2:24][CH2:25][CH2:26][CH2:27][OH:28]. No catalyst specified. The product is [Cl:1][C:2]1[CH:3]=[CH:4][C:5]([C:8]2[C:12]([CH2:13][O:14][C:15]3[CH:23]=[CH:22][C:18]([C:19]([NH:24][CH2:25][CH2:26][CH2:27][OH:28])=[O:21])=[CH:17][N:16]=3)=[CH:11][O:10][N:9]=2)=[CH:6][CH:7]=1. The yield is 0.600. (2) The reactants are Cl[C:2]1[N:7]2[N:8]=[CH:9][C:10]([C:11]([O:13][CH2:14][CH3:15])=[O:12])=[C:6]2[N:5]=[CH:4][C:3]=1[C:16]([O:18][CH3:19])=[O:17].[CH3:20][C:21]1[CH:27]=[CH:26][C:24]([NH2:25])=[CH:23][CH:22]=1. No catalyst specified. The product is [CH2:14]([O:13][C:11]([C:10]1[CH:9]=[N:8][N:7]2[C:2]([NH:25][C:24]3[CH:26]=[CH:27][C:21]([CH3:20])=[CH:22][CH:23]=3)=[C:3]([C:16]([O:18][CH3:19])=[O:17])[CH:4]=[N:5][C:6]=12)=[O:12])[CH3:15]. The yield is 0.350.